Predict the product of the given reaction. From a dataset of Forward reaction prediction with 1.9M reactions from USPTO patents (1976-2016). (1) Given the reactants [C:1]([O:5][C:6](=[O:26])[NH:7][C@H:8]([C:18]([N:20]1[CH2:24][CH2:23][C@H:22]([F:25])[CH2:21]1)=[O:19])[C@H:9]([CH:11]1[CH2:16][CH2:15][CH:14]([NH2:17])[CH2:13][CH2:12]1)[CH3:10])([CH3:4])([CH3:3])[CH3:2].C(N(CC)C(C)C)(C)C.[F:36][C:37]([F:50])([F:49])[O:38][C:39]1[CH:44]=[CH:43][C:42]([S:45](Cl)(=[O:47])=[O:46])=[CH:41][CH:40]=1, predict the reaction product. The product is: [C:1]([O:5][C:6](=[O:26])[NH:7][C@H:8]([C:18]([N:20]1[CH2:24][CH2:23][C@H:22]([F:25])[CH2:21]1)=[O:19])[C@H:9]([CH:11]1[CH2:16][CH2:15][CH:14]([NH:17][S:45]([C:42]2[CH:41]=[CH:40][C:39]([O:38][C:37]([F:36])([F:49])[F:50])=[CH:44][CH:43]=2)(=[O:47])=[O:46])[CH2:13][CH2:12]1)[CH3:10])([CH3:2])([CH3:3])[CH3:4]. (2) Given the reactants [CH3:1][C@H:2]1[CH2:8][N:7]([CH3:9])[CH2:6][C:5]2[CH:10]=[CH:11][C:12]([C:14]([O:16]C)=O)=[CH:13][C:4]=2[O:3]1.[OH-:18].[Na+].[NH2:20]O, predict the reaction product. The product is: [OH:18][NH:20][C:14]([C:12]1[CH:11]=[CH:10][C:5]2[CH2:6][N:7]([CH3:9])[CH2:8][C@H:2]([CH3:1])[O:3][C:4]=2[CH:13]=1)=[O:16]. (3) Given the reactants [NH2:1][C:2]1[NH:3][C:4](=[O:22])[C:5]2[CH:10]=[C:9]([CH2:11][CH2:12][CH2:13][C:14]3[S:18][CH:17]=[C:16]([C:19]([OH:21])=O)[CH:15]=3)[NH:8][C:6]=2[N:7]=1.CN1CCOCC1.ClC1N=C(OC)N=C(OC)N=1.Cl.[CH2:42]([O:44][C:45](=[O:55])[C@H:46]([CH2:48][CH2:49][C:50]([O:52][CH2:53][CH3:54])=[O:51])[NH2:47])[CH3:43], predict the reaction product. The product is: [CH2:42]([O:44][C:45](=[O:55])[C@@H:46]([NH:47][C:19]([C:16]1[CH:15]=[C:14]([CH2:13][CH2:12][CH2:11][C:9]2[NH:8][C:6]3[N:7]=[C:2]([NH2:1])[NH:3][C:4](=[O:22])[C:5]=3[CH:10]=2)[S:18][CH:17]=1)=[O:21])[CH2:48][CH2:49][C:50]([O:52][CH2:53][CH3:54])=[O:51])[CH3:43].